Dataset: Reaction yield outcomes from USPTO patents with 853,638 reactions. Task: Predict the reaction yield, written as a fraction of the theoretical maximum amount of product (1.0 means a 100% yield; for example, 0.34 means a 34% yield). (1) The reactants are [CH3:1][C:2]1([CH3:9])[O:6][C@@H:5]([CH:7]=O)[CH2:4][O:3]1.[CH3:10][NH:11][CH3:12].S([O-])([O-])(=O)=O.[Na+].[Na+].[BH4-].[Na+]. The catalyst is CO. The product is [CH3:1][C:2]1([CH3:9])[O:6][CH:5]([CH2:7][N:11]([CH3:12])[CH3:10])[CH2:4][O:3]1. The yield is 0.190. (2) The reactants are [NH2:1][C:2]1[N:7]=[CH:6][C:5]([C:8]2[CH:9]=[N:10][C:11]([O:14]C)=[CH:12][CH:13]=2)=[C:4]([CH2:16][CH3:17])[C:3]=1[C:18]1[CH:23]=[CH:22][C:21]([OH:24])=[CH:20][CH:19]=1. The catalyst is Br.CC(O)=O. The product is [NH2:1][C:2]1[N:7]=[CH:6][C:5]([C:8]2[CH:13]=[CH:12][C:11](=[O:14])[NH:10][CH:9]=2)=[C:4]([CH2:16][CH3:17])[C:3]=1[C:18]1[CH:19]=[CH:20][C:21]([OH:24])=[CH:22][CH:23]=1. The yield is 0.410. (3) The product is [CH2:1]([CH:3]([CH2:9][CH2:10][CH2:11][CH3:12])[CH2:4][SiH:5]([Cl:6])[Cl:7])[CH3:2]. The reactants are [CH2:1]([CH:3]([CH2:9][CH2:10][CH2:11][CH3:12])[CH2:4][Si:5](Cl)([Cl:7])[Cl:6])[CH3:2].C[SiH](Cl)Cl. The catalyst is [Cl-].C([P+](CCCC)(CCCC)CCCC)CCC. The yield is 0.737. (4) The reactants are [F:1][C:2]1[CH:21]=[C:20]([N+:22]([O-:24])=[O:23])[CH:19]=[CH:18][C:3]=1[O:4][C:5]1[CH:10]=[CH:9][N:8]=[C:7]2[CH:11]=[C:12]([C:14]([O:16]C)=[O:15])[S:13][C:6]=12.[OH-].[K+]. The catalyst is C1COCC1. The product is [F:1][C:2]1[CH:21]=[C:20]([N+:22]([O-:24])=[O:23])[CH:19]=[CH:18][C:3]=1[O:4][C:5]1[CH:10]=[CH:9][N:8]=[C:7]2[CH:11]=[C:12]([C:14]([OH:16])=[O:15])[S:13][C:6]=12. The yield is 0.960. (5) The reactants are CC1C=CC=CC=1P(C1C=CC=CC=1C)C1C=CC=CC=1C.[CH3:23][O:24][C:25](=[O:58])[CH2:26][N:27]1[CH2:32][CH2:31][N:30]([CH:33]([C:51]2[CH:56]=[CH:55][C:54](Br)=[CH:53][CH:52]=2)[CH2:34][O:35][CH2:36][C:37]2[CH:42]=[C:41]([C:43]([F:46])([F:45])[F:44])[CH:40]=[C:39]([C:47]([F:50])([F:49])[F:48])[CH:38]=2)[CH2:29][CH2:28]1.[CH3:59][N:60]1C(=O)CCC1. The catalyst is CC([O-])=O.CC([O-])=O.[Pd+2].[C-]#N.[C-]#N.[Zn+2]. The product is [CH3:23][O:24][C:25](=[O:58])[CH2:26][N:27]1[CH2:32][CH2:31][N:30]([CH:33]([C:51]2[CH:56]=[CH:55][C:54]([C:59]#[N:60])=[CH:53][CH:52]=2)[CH2:34][O:35][CH2:36][C:37]2[CH:42]=[C:41]([C:43]([F:46])([F:45])[F:44])[CH:40]=[C:39]([C:47]([F:50])([F:49])[F:48])[CH:38]=2)[CH2:29][CH2:28]1. The yield is 0.340.